From a dataset of Reaction yield outcomes from USPTO patents with 853,638 reactions. Predict the reaction yield, written as a fraction of the theoretical maximum amount of product (1.0 means a 100% yield; for example, 0.34 means a 34% yield). (1) The reactants are [CH:1]([N:4]1[CH2:9][CH2:8][CH:7]([O:10][C:11]2[CH:16]=[CH:15][C:14]([C:17]3([C:23]#[N:24])[CH2:22][CH2:21][O:20][CH2:19][CH2:18]3)=[CH:13][CH:12]=2)[CH2:6][CH2:5]1)([CH3:3])[CH3:2].P([O-])(OCC)(SCC)=[S:26]. No catalyst specified. The product is [CH:1]([N:4]1[CH2:9][CH2:8][CH:7]([O:10][C:11]2[CH:16]=[CH:15][C:14]([C:17]3([C:23](=[S:26])[NH2:24])[CH2:18][CH2:19][O:20][CH2:21][CH2:22]3)=[CH:13][CH:12]=2)[CH2:6][CH2:5]1)([CH3:3])[CH3:2]. The yield is 0.740. (2) The reactants are [C:1]12([CH2:11][CH2:12][N:13]([CH2:26][CH2:27][NH:28][CH3:29])[C:14]([NH:16][CH2:17][CH2:18][CH2:19][C:20]3[CH:25]=[CH:24][N:23]=[CH:22][CH:21]=3)=[O:15])[CH2:10][CH:5]3[CH2:6][CH:7]([CH2:9][CH:3]([CH2:4]3)[CH2:2]1)[CH2:8]2.C(=O)([O-])[O-].[K+].[K+].[I-].[Na+].[CH3:38][O:39][CH2:40][CH2:41]Cl. The catalyst is O.C(OCC)C.CN(C)C=O. The product is [C:1]12([CH2:11][CH2:12][N:13]([CH2:26][CH2:27][N:28]([CH2:41][CH2:40][O:39][CH3:38])[CH3:29])[C:14]([NH:16][CH2:17][CH2:18][CH2:19][C:20]3[CH:25]=[CH:24][N:23]=[CH:22][CH:21]=3)=[O:15])[CH2:8][CH:7]3[CH2:6][CH:5]([CH2:4][CH:3]([CH2:9]3)[CH2:2]1)[CH2:10]2. The yield is 0.321. (3) The reactants are [CH3:1][N:2]1[CH:10]=[C:9]2[C:4]([CH:5]=[C:6]([C:19]([O:21][CH2:22][CH3:23])=[O:20])[CH:7]=[C:8]2[O:11]S(C(F)(F)F)(=O)=O)=[N:3]1.O[C:25]1[CH:35]=[CH:34][C:28]([C:29]([N:31]([CH3:33])[CH3:32])=[O:30])=[CH:27][CH:26]=1.P([O-])([O-])([O-])=O.[K+].[K+].[K+].C(P(C(C)(C)C)C1C=CC=CC=1C1C(C(C)C)=CC(C(C)C)=CC=1C(C)C)(C)(C)C. The catalyst is C1(C)C=CC=CC=1.C([O-])(=O)C.[Pd+2].C([O-])(=O)C. The product is [CH3:32][N:31]([CH3:33])[C:29]([C:28]1[CH:34]=[CH:35][C:25]([O:11][C:8]2[C:9]3[C:4]([CH:5]=[C:6]([C:19]([O:21][CH2:22][CH3:23])=[O:20])[CH:7]=2)=[N:3][N:2]([CH3:1])[CH:10]=3)=[CH:26][CH:27]=1)=[O:30]. The yield is 0.120. (4) The reactants are [CH2:1]([C:3]([C:21]1[CH:34]=[CH:33][C:24]([O:25][CH2:26][C@@H:27]2[O:31][C:30](=[O:32])[CH2:29][CH2:28]2)=[C:23]([CH3:35])[CH:22]=1)([C:6]1[CH:11]=[CH:10][C:9]([C:12]#[C:13][CH:14]([OH:19])[C:15]2([CH3:18])[CH2:17][CH2:16]2)=[C:8]([CH3:20])[CH:7]=1)[CH2:4][CH3:5])[CH3:2].C[OH:37]. The catalyst is C1COCC1. The product is [CH2:1]([C:3]([C:21]1[CH:34]=[CH:33][C:24]([O:25][CH2:26][C@H:27]([OH:37])[CH2:28][CH2:29][C:30]([OH:31])=[O:32])=[C:23]([CH3:35])[CH:22]=1)([C:6]1[CH:11]=[CH:10][C:9]([C:12]#[C:13][CH:14]([OH:19])[C:15]2([CH3:18])[CH2:17][CH2:16]2)=[C:8]([CH3:20])[CH:7]=1)[CH2:4][CH3:5])[CH3:2]. The yield is 0.250. (5) The reactants are [Cl:1][C:2]1[N:7]=[CH:6][C:5]([NH:8][CH3:9])=[C:4]([C:10]2[CH:15]=[CH:14][C:13]([F:16])=[CH:12][C:11]=2[O:17][CH3:18])[CH:3]=1.[CH3:19][S:20]([C:23]1[CH:24]=[C:25]([CH:29]=[C:30]([C:32]([F:35])([F:34])[F:33])[CH:31]=1)[C:26]([OH:28])=O)(=[O:22])=[O:21]. No catalyst specified. The product is [Cl:1][C:2]1[N:7]=[CH:6][C:5]([N:8]([CH3:9])[C:26](=[O:28])[C:25]2[CH:29]=[C:30]([C:32]([F:35])([F:34])[F:33])[CH:31]=[C:23]([S:20]([CH3:19])(=[O:21])=[O:22])[CH:24]=2)=[C:4]([C:10]2[CH:15]=[CH:14][C:13]([F:16])=[CH:12][C:11]=2[O:17][CH3:18])[CH:3]=1. The yield is 0.610. (6) The reactants are [N:1]1[CH:6]=[CH:5][CH:4]=[CH:3][C:2]=1[N:7]1[CH2:12][CH2:11][NH:10][CH2:9][CH2:8]1.[Cl:13][C:14]1[CH:19]=[CH:18][C:17]([NH:20][C:21](=[O:24])[CH2:22]Cl)=[CH:16][CH:15]=1.C(=O)([O-])[O-].[Na+].[Na+]. The catalyst is CN(C)C=O.O. The product is [Cl:13][C:14]1[CH:15]=[CH:16][C:17]([NH:20][C:21](=[O:24])[CH2:22][N:10]2[CH2:9][CH2:8][N:7]([C:2]3[CH:3]=[CH:4][CH:5]=[CH:6][N:1]=3)[CH2:12][CH2:11]2)=[CH:18][CH:19]=1. The yield is 0.850. (7) The reactants are Cl[CH2:2][CH2:3][CH2:4][S:5]([NH:8][CH2:9][C:10]1[CH:15]=[CH:14][N:13]=[C:12]([Cl:16])[N:11]=1)(=[O:7])=[O:6].[H-].[Na+]. The catalyst is CN(C=O)C.[Au]. The product is [Cl:16][C:12]1[N:11]=[C:10]([CH2:9][N:8]2[CH2:2][CH2:3][CH2:4][S:5]2(=[O:7])=[O:6])[CH:15]=[CH:14][N:13]=1. The yield is 0.430.